From a dataset of Forward reaction prediction with 1.9M reactions from USPTO patents (1976-2016). Predict the product of the given reaction. (1) Given the reactants [C:1]1([S:7]([CH2:10][C:11]2[CH:28]=[CH:27][C:14]3[CH2:15][CH2:16][N:17](C(OC(C)(C)C)=O)[CH2:18][CH2:19][C:13]=3[CH:12]=2)(=[O:9])=[O:8])[CH:6]=[CH:5][CH:4]=[CH:3][CH:2]=1.Cl.O1CCOCC1, predict the reaction product. The product is: [C:1]1([S:7]([CH2:10][C:11]2[CH:28]=[CH:27][C:14]3[CH2:15][CH2:16][NH:17][CH2:18][CH2:19][C:13]=3[CH:12]=2)(=[O:9])=[O:8])[CH:6]=[CH:5][CH:4]=[CH:3][CH:2]=1. (2) Given the reactants NC1(C2C=CC(C3C(=O)C4C(=CC=C(F)C=4)OC=3C3C=CC=CC=3)=CC=2)CCC1.C(OC(=O)[NH:36][C:37]1([C:41]2[CH:46]=[CH:45][C:44]([C:47]3[C:48](=[O:67])[C:49]4[C:54]([O:55][C:56]=3[C:57]3[CH:62]=[CH:61][CH:60]=[CH:59][CH:58]=3)=[C:53]3[NH:63][N:64]=[C:65]([Cl:66])[C:52]3=[CH:51][CH:50]=4)=[CH:43][CH:42]=2)[CH2:40][CH2:39][CH2:38]1)(C)(C)C.C(O)(C(F)(F)F)=O, predict the reaction product. The product is: [ClH:66].[NH2:36][C:37]1([C:41]2[CH:42]=[CH:43][C:44]([C:47]3[C:48](=[O:67])[C:49]4[C:54]([O:55][C:56]=3[C:57]3[CH:62]=[CH:61][CH:60]=[CH:59][CH:58]=3)=[C:53]3[NH:63][N:64]=[C:65]([Cl:66])[C:52]3=[CH:51][CH:50]=4)=[CH:45][CH:46]=2)[CH2:40][CH2:39][CH2:38]1. (3) Given the reactants C[O-].[Na+].CO.[C:6]12([C:16]3[CH:36]=[CH:35][C:19]([C:20]([CH2:22][O:23][C:24]4[CH:25]=[C:26]([CH:31]=[CH:32][C:33]=4[I:34])[C:27]([O:29][CH3:30])=[O:28])=O)=[CH:18][C:17]=3[O:37][CH3:38])[CH2:15][CH:10]3[CH2:11][CH:12]([CH2:14][CH:8]([CH2:9]3)[CH2:7]1)[CH2:13]2.[Br-].[CH3:40]P(C1C=CC=CC=1)(C1C=CC=CC=1)C1C=CC=CC=1, predict the reaction product. The product is: [I:34][C:33]1[CH:32]=[CH:31][C:26]([C:27]([O:29][CH3:30])=[O:28])=[CH:25][C:24]=1[O:23][CH:22]=[C:20]([C:19]1[CH:35]=[CH:36][C:16]([C:6]23[CH2:13][CH:12]4[CH2:14][CH:8]([CH2:9][CH:10]([CH2:11]4)[CH2:15]2)[CH2:7]3)=[C:17]([O:37][CH3:38])[CH:18]=1)[CH3:40].